From a dataset of Experimentally validated miRNA-target interactions with 360,000+ pairs, plus equal number of negative samples. Binary Classification. Given a miRNA mature sequence and a target amino acid sequence, predict their likelihood of interaction. (1) The miRNA is hsa-miR-6875-3p with sequence AUUCUUCCUGCCCUGGCUCCAU. The protein sequence of the target gene is MRGPEPGPQPTMEGDVLDTLEALGYKGPLLEEQALTKAAEGGLSSPEFSELCIWLGSQIKSLCNLEESITSAGRDDLESFQLEISGFLKEMACPYSVLISGDIKDRLKKKEDCLKLLLFLSTELQASQILQNKKHKNSQLDKNSEVYQEVQAMFDTLGIPKSTTSDIPHMLNQVESKVKDILSKVQKNHVGKPLLKMDLNSEQAEQLERINDALSCEYECRRRMLMKRLDVTVQSFGWSDRAKVKTDDIARIYQPKRYALSPKTTITMAHLLAAREDLSKIIRTSSGTSREKTACAINKV.... Result: 1 (interaction). (2) The miRNA is mmu-miR-26a-5p with sequence UUCAAGUAAUCCAGGAUAGGCU. The protein sequence of the target gene is MASANTRRVGDGAGGAFQPYLDSLRQELQQRDPTLLSVAVALLAVLLTLVFWKFIWSRKSSQRAVLFVGLCDSGKTLLFVRLLTGQYRDTQTSITDSSAIYKVNNNRGNSLTLIDLPGHESLRFQLLDRFKSSARAVVFVVDSAAFQREVKDVAEFLYQVLIDSMALKNSPSLLIACNKQDIAMAKSAKLIQQQLEKELNTLRVTRSAAPSTLDSSSTAPAQLGKKGKEFEFSQLPLKVEFLECSAKGGRGDTGSADIQDLEKWLAKIA. Result: 1 (interaction). (3) The miRNA is rno-miR-195-5p with sequence UAGCAGCACAGAAAUAUUGGC. The protein sequence of the target gene is MFPSVSSPRTPGPGTRRGPLVGIGPTSTPRASRRGLSLGSAVNSPVLFSPAGRRSSVSSRGTPTRIFPHHSISESVNYDVRVFGSSLPVKIMEALTMAEADEQLSVHVDEGGWACLVCTEKLLIWKIAVSPVTKLSVCKELQLPPSDFHGSADLVALSYAATSGEVHSVQAVSVMVATKEGSIRYWPSLAREDTYSDTCVDLGGEKMCRFLTAVQGGSFILSSVGSQLVRLIPESSGKIHQHVLPQGQGMLSGIGRRVSSLFGILSPTSDLMLASVLWDRGGSSFYTLTSSNISKWELDD.... Result: 0 (no interaction). (4) The miRNA is hsa-miR-4689 with sequence UUGAGGAGACAUGGUGGGGGCC. The protein sequence of the target gene is MLRACQLSGVTVAAQSCLCGKFVLRPLRPCRRYSTSSSSGLTAGKIAGAGLLFVGGGIGGTILYAKWDSHFRESVEKTIPYSDKLFGMVLGSAPYTVPLPKKPVQSGPLKISSVSEVMKDSKLPVAQSQKTKGDTPASAASTGAAQIISAAGDTLSVPAPAVQHEDTIKTECPNTNEGKSTSETTEEAFSSSVRERPPEEVAARLAQQEKQEQVEMESLAKSLEDALNRTSSVTLQTITAQNAAVQAVKAHSNILKTAMDNSEIAGEKKSAQWRTVEGALKERRKAVDEAADALLKAKEE.... Result: 0 (no interaction). (5) The miRNA is mmu-miR-26b-5p with sequence UUCAAGUAAUUCAGGAUAGGU. The protein sequence of the target gene is MGHLWLLGIWGLCGLLLCAADPSTDGSQIIPKVTEIIPKYGSINGATRLTIRGEGFSQANQFNYGVDNAELGNSVQLISSFQSITCDVEKDASHSTQITCYTRAMPEDSYTVRVSVDGVPVTENNTCKGHINSWECTFNAKSFRTPTIRSITPLSGTPGTLITIQGRIFTDVYGSNIALSSNGKNVRILRVYIGGMPCELLIPQSDNLYGLKLDHPNGDMGSMVCKTTGTFIGHHNVSFILDNDYGRSFPQKMAYFVSSLNKIAMFQTYAEVTMIFPSQGSIRGGTTLTISGRFFDQTDF.... Result: 0 (no interaction). (6) The protein sequence of the target gene is MPVGGLLPLFSSPAGGVLGGGLGGGGGRKGSGPAALRLTEKFVLLLVFSAFITLCFGAIFFLPDSSKLLSGVLFHSSPALQPAADHKPGPGARAEDAAEGRARRREEGAPGDPEAALEDNLARIRENHERALREAKETLQKLPEEIQRDILLEKKKVAQDQLRDKAPFRGLPPVDFVPPIGVESREPADAAIREKRAKIKEMMKHAWNNYKGYAWGLNELKPISKGGHSSSLFGNIKGATIVDALDTLFIMEMKHEFEEAKSWVEENLDFNVNAEISVFEVNIRFVGGLLSAYYLSGEEI.... Result: 0 (no interaction). The miRNA is dme-miR-14-3p with sequence UCAGUCUUUUUCUCUCUCCUAU.